This data is from Full USPTO retrosynthesis dataset with 1.9M reactions from patents (1976-2016). The task is: Predict the reactants needed to synthesize the given product. (1) Given the product [CH3:15][C:12]1[CH:11]=[CH:10][C:9]([NH:16][S:17]([C:20]2[S:21][CH:22]=[CH:23][CH:24]=2)(=[O:18])=[O:19])=[C:8]2[C:13]=1[CH:14]=[C:6]([C:4]([OH:5])=[O:3])[NH:7]2, predict the reactants needed to synthesize it. The reactants are: C([O:3][C:4]([C:6]1[NH:7][C:8]2[C:13]([CH:14]=1)=[C:12]([CH3:15])[CH:11]=[CH:10][C:9]=2[NH:16][S:17]([C:20]1[S:21][CH:22]=[CH:23][CH:24]=1)(=[O:19])=[O:18])=[O:5])C.CO.[OH-].[K+].C(O)(=O)CC(CC(O)=O)(C(O)=O)O. (2) The reactants are: [C:1]([O:5][C:6]([NH:8][CH2:9][C@H:10]1[CH2:15][CH2:14][C@H:13]([C:16]([NH:18][C@@H:19]([CH2:23][C:24]2[CH:29]=[CH:28][C:27]([C:30]3[CH:35]=[CH:34][C:33]([C:36](=[O:51])[NH:37][CH:38]4[CH2:43][CH2:42][N:41]([C:44]([O:46][C:47]([CH3:50])([CH3:49])[CH3:48])=[O:45])[CH2:40][CH2:39]4)=[CH:32][C:31]=3[CH3:52])=[CH:26][CH:25]=2)[C:20](O)=[O:21])=[O:17])[CH2:12][CH2:11]1)=[O:7])([CH3:4])([CH3:3])[CH3:2].[NH:53]1[CH:57]=[C:56]([C:58]2[CH:64]=[CH:63][C:61]([NH2:62])=[CH:60][CH:59]=2)[N:55]=[CH:54]1.C(N(CC)C(C)C)(C)C.F[P-](F)(F)(F)(F)F.CN(C(ON1C2=NC=CC=C2N=N1)=[N+](C)C)C. Given the product [C:1]([O:5][C:6]([NH:8][CH2:9][C@H:10]1[CH2:15][CH2:14][C@H:13]([C:16]([NH:18][C@H:19]([C:20]([NH:62][C:61]2[CH:63]=[CH:64][C:58]([C:56]3[N:55]=[CH:54][NH:53][CH:57]=3)=[CH:59][CH:60]=2)=[O:21])[CH2:23][C:24]2[CH:29]=[CH:28][C:27]([C:30]3[CH:35]=[CH:34][C:33]([C:36]([NH:37][CH:38]4[CH2:39][CH2:40][N:41]([C:44]([O:46][C:47]([CH3:50])([CH3:49])[CH3:48])=[O:45])[CH2:42][CH2:43]4)=[O:51])=[CH:32][C:31]=3[CH3:52])=[CH:26][CH:25]=2)=[O:17])[CH2:12][CH2:11]1)=[O:7])([CH3:3])([CH3:2])[CH3:4], predict the reactants needed to synthesize it. (3) Given the product [Br:26][CH2:5][C:6]([C:8]1[C:9]([CH3:18])=[C:10]2[C:14](=[CH:15][CH:16]=1)[C:13](=[O:17])[O:12][CH2:11]2)=[O:7], predict the reactants needed to synthesize it. The reactants are: C([O:5][C:6]([C:8]1[C:9]([CH3:18])=[C:10]2[C:14](=[CH:15][CH:16]=1)[C:13](=[O:17])[O:12][CH2:11]2)=[CH2:7])CCC.C1C(=O)N([Br:26])C(=O)C1.Br. (4) Given the product [ClH:28].[ClH:28].[N:1]1[CH:6]=[CH:5][CH:4]=[CH:3][C:2]=1[O:7][CH2:8][C:9]1[CH:27]=[CH:26][C:12]([CH2:13][C:14]2[CH:18]=[C:17]([C:19]3[C:20]([NH2:25])=[N:21][CH:22]=[CH:23][CH:24]=3)[O:16][N:15]=2)=[CH:11][CH:10]=1, predict the reactants needed to synthesize it. The reactants are: [N:1]1[CH:6]=[CH:5][CH:4]=[CH:3][C:2]=1[O:7][CH2:8][C:9]1[CH:27]=[CH:26][C:12]([CH2:13][C:14]2[CH:18]=[C:17]([C:19]3[C:20]([NH2:25])=[N:21][CH:22]=[CH:23][CH:24]=3)[O:16][N:15]=2)=[CH:11][CH:10]=1.[ClH:28]. (5) Given the product [Br:1][C:2]1[CH:7]=[C:6]([NH:8][C:9]2[C:14]([C:15]([NH2:16])=[O:17])=[N:13][CH:12]=[C:11]([O:18][C:19]3[CH:24]=[CH:23][CH:22]=[C:21]([N+:25]([O-:27])=[O:26])[CH:20]=3)[N:10]=2)[CH:5]=[CH:4][C:3]=1[N:28]1[CH2:33][CH2:32][NH:31][CH2:30][CH2:29]1, predict the reactants needed to synthesize it. The reactants are: [Br:1][C:2]1[CH:7]=[C:6]([NH:8][C:9]2[C:14]([C:15](=[O:17])[NH2:16])=[N:13][CH:12]=[C:11]([O:18][C:19]3[CH:24]=[CH:23][CH:22]=[C:21]([N+:25]([O-:27])=[O:26])[CH:20]=3)[N:10]=2)[CH:5]=[CH:4][C:3]=1[N:28]1[CH2:33][CH2:32][N:31](C(OC(C)(C)C)=O)[CH2:30][CH2:29]1.FC(F)(F)C(O)=O. (6) Given the product [Br:9][C:10]1[N:15]=[CH:14][C:13]([NH:16][C:6]([C:4]2[N:3]=[CH:2][S:1][CH:5]=2)=[O:7])=[C:12]([CH3:17])[CH:11]=1, predict the reactants needed to synthesize it. The reactants are: [S:1]1[CH:5]=[C:4]([C:6](Cl)=[O:7])[N:3]=[CH:2]1.[Br:9][C:10]1[N:15]=[CH:14][C:13]([NH2:16])=[C:12]([CH3:17])[CH:11]=1. (7) Given the product [N:17]1[N:16]2[C:5]([OH:4])=[CH:6][CH:7]=[N:21][C:20]2=[CH:19][CH:18]=1, predict the reactants needed to synthesize it. The reactants are: C([O:4][CH2:5][CH3:6])(=O)C.[CH:7](OCC)=O.[O-]CC.[Na+].[NH:16]1[C:20]([NH2:21])=[CH:19][CH:18]=[N:17]1. (8) Given the product [CH2:1]([O:3][C:4](=[O:24])[C:5]1[CH:10]=[CH:9][CH:8]=[C:7]([N:11]2[C:15]([CH3:16])=[CH:14][CH:13]=[C:12]2[C:17]2[CH:22]=[CH:21][CH:20]=[CH:19][C:18]=2[O:23][CH2:36][C:35]2[CH:38]=[CH:39][C:32]([F:31])=[CH:33][CH:34]=2)[CH:6]=1)[CH3:2], predict the reactants needed to synthesize it. The reactants are: [CH2:1]([O:3][C:4](=[O:24])[C:5]1[CH:10]=[CH:9][CH:8]=[C:7]([N:11]2[C:15]([CH3:16])=[CH:14][CH:13]=[C:12]2[C:17]2[CH:22]=[CH:21][CH:20]=[CH:19][C:18]=2[OH:23])[CH:6]=1)[CH3:2].C([O-])([O-])=O.[K+].[K+].[F:31][C:32]1[CH:39]=[CH:38][C:35]([CH2:36]Br)=[CH:34][CH:33]=1. (9) Given the product [C:23]([O:22][C:20]([N:17]1[CH2:16][CH2:15][C:8]2[C:9]3[CH:10]=[CH:11][CH:12]=[CH:13][C:14]=3[N:6]([CH2:5][C:4]([OH:27])=[O:3])[C:7]=2[CH2:19][CH2:18]1)=[O:21])([CH3:26])([CH3:24])[CH3:25], predict the reactants needed to synthesize it. The reactants are: C([O:3][C:4](=[O:27])[CH2:5][N:6]1[C:14]2[CH:13]=[CH:12][CH:11]=[CH:10][C:9]=2[C:8]2[CH2:15][CH2:16][N:17]([C:20]([O:22][C:23]([CH3:26])([CH3:25])[CH3:24])=[O:21])[CH2:18][CH2:19][C:7]1=2)C.[OH-].[Na+]. (10) Given the product [NH2:13][C:10]1[CH:11]=[CH:12][C:7]([CH2:6][N:4]2[CH2:3][C:2]([CH3:1])([OH:16])[CH2:5]2)=[N:8][CH:9]=1, predict the reactants needed to synthesize it. The reactants are: [CH3:1][C:2]1([OH:16])[CH2:5][N:4]([CH2:6][C:7]2[CH:12]=[CH:11][C:10]([N+:13]([O-])=O)=[CH:9][N:8]=2)[CH2:3]1.